Dataset: Catalyst prediction with 721,799 reactions and 888 catalyst types from USPTO. Task: Predict which catalyst facilitates the given reaction. (1) Reactant: [CH2:1]([N:8]1[C:12]([C:13]2[C:18]([N+:19]([O-:21])=[O:20])=[CH:17][CH:16]=[CH:15][C:14]=2F)=[N:11][N:10]=[N:9]1)[C:2]1[CH:7]=[CH:6][CH:5]=[CH:4][CH:3]=1.[CH3:23][O-:24].[Na+]. The catalyst class is: 61. Product: [CH2:1]([N:8]1[C:12]([C:13]2[C:18]([N+:19]([O-:21])=[O:20])=[CH:17][CH:16]=[CH:15][C:14]=2[O:24][CH3:23])=[N:11][N:10]=[N:9]1)[C:2]1[CH:7]=[CH:6][CH:5]=[CH:4][CH:3]=1. (2) Reactant: FC(F)(F)C(O)=O.C(OC(=O)[NH:14][C@@H:15]([CH2:30][N:31]1[CH2:36][C:35](=[O:37])[N:34]([C:38]2[CH:43]=[C:42]([F:44])[CH:41]=[CH:40][C:39]=2[CH3:45])[CH2:33][C:32]1([CH3:47])[CH3:46])[C@@H:16]([OH:29])[CH2:17][C@H:18]([C:22](=[O:28])[NH:23][CH2:24][CH:25]([CH3:27])[CH3:26])[CH:19]([CH3:21])[CH3:20])(C)(C)C.[C:49]([OH:56])(=[O:55])/[CH:50]=[CH:51]/[C:52]([OH:54])=[O:53].[CH2:57]([NH:61][C:62](=[O:90])[C@H:63]([CH:87]([CH3:89])[CH3:88])[CH2:64][C@H:65]([OH:86])[C@@H:66]([NH2:85])[CH2:67][N:68]1[CH2:73][C:72](=[O:74])[N:71]([C:75]2[CH:80]=[C:79]([F:81])[CH:78]=[CH:77][C:76]=2[CH3:82])[CH2:70][C:69]1([CH3:84])[CH3:83])[CH:58]([CH3:60])[CH3:59]. Product: [C:49]([OH:56])(=[O:55])/[CH:50]=[CH:51]/[C:52]([OH:54])=[O:53].[CH2:24]([NH:23][C:22](=[O:28])[C@H:18]([CH:19]([CH3:21])[CH3:20])[CH2:17][C@H:16]([OH:29])[C@@H:15]([NH2:14])[CH2:30][N:31]1[CH2:36][C:35](=[O:37])[N:34]([C:38]2[CH:43]=[C:42]([F:44])[CH:41]=[CH:40][C:39]=2[CH3:45])[CH2:33][C:32]1([CH3:46])[CH3:47])[CH:25]([CH3:27])[CH3:26].[NH2:85][C@@H:66]([CH2:67][N:68]1[CH2:73][C:72](=[O:74])[N:71]([C:75]2[CH:80]=[C:79]([F:81])[CH:78]=[CH:77][C:76]=2[CH3:82])[CH2:70][C:69]1([CH3:84])[CH3:83])[C@@H:65]([OH:86])[CH2:64][C@@H:63]([CH:87]([CH3:88])[CH3:89])[C:62]([NH:61][CH2:57][CH:58]([CH3:60])[CH3:59])=[O:90]. The catalyst class is: 61. (3) Reactant: [CH3:1][N:2]1[CH2:6][CH2:5][C:4]([CH2:22][C:23]([O:25][CH2:26][CH3:27])=[O:24])([NH:7][S:8]([C:11]2[CH:16]=[CH:15][C:14]([CH2:17][CH2:18][CH2:19][CH2:20][CH3:21])=[CH:13][CH:12]=2)(=[O:10])=[O:9])[CH2:3]1.[CH3:28][I:29]. Product: [I-:29].[CH2:26]([O:25][C:23](=[O:24])[CH2:22][C:4]1([NH:7][S:8]([C:11]2[CH:16]=[CH:15][C:14]([CH2:17][CH2:18][CH2:19][CH2:20][CH3:21])=[CH:13][CH:12]=2)(=[O:10])=[O:9])[CH2:5][CH2:6][N+:2]([CH3:28])([CH3:1])[CH2:3]1)[CH3:27]. The catalyst class is: 2. (4) Reactant: [Br:1][C:2]1[CH:14]=[N:13][C:12]2[C:11]3[CH:10]=[CH:9][C:8]([C:15]([O:17][CH3:18])=[O:16])=[CH:7][C:6]=3[NH:5][C:4]=2[CH:3]=1.CS(O[C@@H:24]([C:31]1[CH:36]=[CH:35][CH:34]=[CH:33][CH:32]=1)[CH:25]1[CH2:30][CH2:29][O:28][CH2:27][CH2:26]1)(=O)=O.C(=O)([O-])[O-].[Cs+].[Cs+]. Product: [Br:1][C:2]1[CH:14]=[N:13][C:12]2[C:11]3[CH:10]=[CH:9][C:8]([C:15]([O:17][CH3:18])=[O:16])=[CH:7][C:6]=3[N:5]([C@H:24]([C:31]3[CH:36]=[CH:35][CH:34]=[CH:33][CH:32]=3)[CH:25]3[CH2:26][CH2:27][O:28][CH2:29][CH2:30]3)[C:4]=2[CH:3]=1. The catalyst class is: 3. (5) Reactant: [Br:1][C:2]1[CH:3]=[CH:4][C:5]([CH3:17])=[C:6]([C:8]([C:10]2[CH:15]=[CH:14][C:13]([Cl:16])=[CH:12][CH:11]=2)=O)[CH:7]=1.C([SiH](CC)CC)C. Product: [Br:1][C:2]1[CH:3]=[CH:4][C:5]([CH3:17])=[C:6]([CH2:8][C:10]2[CH:11]=[CH:12][C:13]([Cl:16])=[CH:14][CH:15]=2)[CH:7]=1. The catalyst class is: 23.